From a dataset of Forward reaction prediction with 1.9M reactions from USPTO patents (1976-2016). Predict the product of the given reaction. (1) The product is: [CH3:28][N:12]([C:10]1[CH:9]=[CH:8][CH:7]=[C:6]([C:2]2[S:35][CH:5]=[CH:4][CH:3]=2)[N:11]=1)[C:13]1[CH:18]=[CH:17][N:16]=[C:15]([NH:19][CH2:20][CH2:21][C:22]2[CH:27]=[CH:26][CH:25]=[CH:24][CH:23]=2)[N:14]=1. Given the reactants O1[CH:5]=[CH:4][CH:3]=[C:2]1[C:6]1[N:11]=[C:10]([N:12]([CH3:28])[C:13]2[CH:18]=[CH:17][N:16]=[C:15]([NH:19][CH2:20][CH2:21][C:22]3[CH:27]=[CH:26][CH:25]=[CH:24][CH:23]=3)[N:14]=2)[CH:9]=[CH:8][CH:7]=1.C([Sn](CCCC)(CCCC)C1[S:35]C=CC=1)CCC.ClC1N=C(N(C)C2C=CN=C(NCCC3C=CC=CC=3)N=2)C=CC=1, predict the reaction product. (2) Given the reactants C([O:3][C:4](=[O:26])[C:5]([CH2:19][C:20]1[CH:25]=[CH:24][CH:23]=[CH:22][CH:21]=1)([NH:11][C:12](OC(C)(C)C)=O)[C:6]([O:8]CC)=[O:7])C.[F:27][C:28]([F:33])([F:32])[C:29]([OH:31])=[O:30].Cl[CH2:35]Cl, predict the reaction product. The product is: [F:27][C:28]([F:33])([F:32])[C:29]([OH:31])=[O:30].[CH2:28]([N:11]([C:5]([CH2:19][C:20]1[CH:21]=[CH:22][CH:23]=[CH:24][CH:25]=1)([C:4]([OH:3])=[O:26])[C:6]([OH:8])=[O:7])[CH2:12][CH3:35])[CH3:29].